Dataset: Forward reaction prediction with 1.9M reactions from USPTO patents (1976-2016). Task: Predict the product of the given reaction. (1) Given the reactants [O:1]1[CH2:6][CH2:5][N:4]([C:7]2[C:8]([NH2:26])=[N:9][C:10]3[C:15]([CH:16]=2)=[CH:14][C:13](B2OC(C)(C)C(C)(C)O2)=[CH:12][CH:11]=3)[CH2:3][CH2:2]1.Br[C:28]1[C:33]([CH3:34])=[CH:32][CH:31]=[CH:30][C:29]=1[C:35]1[CH:40]=[CH:39][CH:38]=[C:37]([C:41]([F:44])([F:43])[F:42])[CH:36]=1.C1(P(C2CCCCC2)C2C=CC=CC=2C2C(C(C)C)=CC(C(C)C)=CC=2C(C)C)CCCCC1.P([O-])([O-])([O-])=O.[K+].[K+].[K+], predict the reaction product. The product is: [CH3:34][C:33]1[C:28]([C:13]2[CH:14]=[C:15]3[C:10](=[CH:11][CH:12]=2)[N:9]=[C:8]([NH2:26])[C:7]([N:4]2[CH2:3][CH2:2][O:1][CH2:6][CH2:5]2)=[CH:16]3)=[C:29]([C:35]2[CH:40]=[CH:39][CH:38]=[C:37]([C:41]([F:42])([F:43])[F:44])[CH:36]=2)[CH:30]=[CH:31][CH:32]=1. (2) Given the reactants C1(P(C2C=CC=CC=2)C2C=CC=CC=2)C=CC=CC=1.[Br:20]Br.[CH3:22][C:23]1([CH3:45])[C:27]([C:28]2[CH:33]=[C:32]([CH2:34]O)[CH:31]=[CH:30][C:29]=2[C:36]2[CH:41]=[C:40]([O:42][CH3:43])[CH:39]=[CH:38][C:37]=2[F:44])=[CH:26][CH2:25][CH2:24]1.N1C=CC=CC=1, predict the reaction product. The product is: [Br:20][CH2:34][C:32]1[CH:31]=[CH:30][C:29]([C:36]2[CH:41]=[C:40]([O:42][CH3:43])[CH:39]=[CH:38][C:37]=2[F:44])=[C:28]([C:27]2[C:23]([CH3:45])([CH3:22])[CH2:24][CH2:25][CH:26]=2)[CH:33]=1.